Task: Predict the reaction yield, written as a fraction of the theoretical maximum amount of product (1.0 means a 100% yield; for example, 0.34 means a 34% yield).. Dataset: Reaction yield outcomes from USPTO patents with 853,638 reactions (1) The reactants are C(OC([N:8]1[CH2:11][CH:10]([C:12]2[CH:17]=[C:16]([Cl:18])[C:15]([C:19]3[S:20][C:21]4[C:22]([NH:28][C:29]5[CH:34]=[C:33]([CH3:35])[N:32]=[CH:31][N:30]=5)=[N:23][CH:24]=[CH:25][C:26]=4[N:27]=3)=[C:14]([Cl:36])[CH:13]=2)[CH2:9]1)=O)(C)(C)C.C(OC(N1CC(C2C=C(Cl)C(C3SC4C(Cl)=NC=CC=4N=3)=C(Cl)C=2)C1)=O)(C)(C)C.CC1N=CN=C(N)C=1.CC1(C)C2C(=C(P(C3C=CC=CC=3)C3C=CC=CC=3)C=CC=2)OC2C(P(C3C=CC=CC=3)C3C=CC=CC=3)=CC=CC1=2.C([O-])([O-])=O.[Cs+].[Cs+]. The catalyst is O1CCOCC1.C1C=CC(/C=C/C(/C=C/C2C=CC=CC=2)=O)=CC=1.C1C=CC(/C=C/C(/C=C/C2C=CC=CC=2)=O)=CC=1.C1C=CC(/C=C/C(/C=C/C2C=CC=CC=2)=O)=CC=1.[Pd].[Pd]. The product is [NH:8]1[CH2:9][CH:10]([C:12]2[CH:17]=[C:16]([Cl:18])[C:15]([C:19]3[S:20][C:21]4[C:22]([NH:28][C:29]5[CH:34]=[C:33]([CH3:35])[N:32]=[CH:31][N:30]=5)=[N:23][CH:24]=[CH:25][C:26]=4[N:27]=3)=[C:14]([Cl:36])[CH:13]=2)[CH2:11]1. The yield is 0.520. (2) The reactants are C(OC(=O)[NH:7][CH2:8][C:9]1[C:14]([C:15]2[CH:20]=[CH:19][C:18]([Cl:21])=[CH:17][C:16]=2[Cl:22])=[CH:13][N:12]2[C:23]([N:26]3[CH2:31][CH2:30][NH:29][CH2:28][CH2:27]3)=[CH:24][N:25]=[C:11]2[CH:10]=1)(C)(C)C.[C:33](Cl)(=[O:35])[CH3:34].N1C=CC=CC=1. The catalyst is C(Cl)Cl.CN(C1C=CN=CC=1)C. The product is [NH2:7][CH2:8][C:9]1[C:14]([C:15]2[CH:20]=[CH:19][C:18]([Cl:21])=[CH:17][C:16]=2[Cl:22])=[CH:13][N:12]2[C:23]([N:26]3[CH2:27][CH2:28][N:29]([C:33](=[O:35])[CH3:34])[CH2:30][CH2:31]3)=[CH:24][N:25]=[C:11]2[CH:10]=1. The yield is 0.570.